Task: Predict the product of the given reaction.. Dataset: Forward reaction prediction with 1.9M reactions from USPTO patents (1976-2016) (1) Given the reactants [CH2:1]([N:8]1[CH2:13][CH2:12][P:11](=[O:22])(CC2C=CC(F)=CC=2)[CH2:10][CH2:9]1)[C:2]1[CH:7]=[CH:6]C=CC=1.[ClH:23], predict the reaction product. The product is: [ClH:23].[CH:2]1([CH2:1][N:8]2[CH2:9][CH2:10][PH:11](=[O:22])[CH2:12][CH2:13]2)[CH2:7][CH2:6]1. (2) Given the reactants Cl[C:2]1[CH:3]=[CH:4][C:5]2[N:6]([C:8]([CH:11]([C:13]3[CH:14]=[C:15]4[C:19](=[CH:20][CH:21]=3)[N:18]([CH3:22])[N:17]=[CH:16]4)[CH3:12])=[CH:9][N:10]=2)[N:7]=1.C([Sn](CCCC)(CCCC)[C:28]([O:30][CH2:31][CH3:32])=[CH2:29])CCC.C(OC(C1C=CC2N(C(CC3C=C4C(=CC=3)N(C)N=C4)=CN=2)N=1)=C)C, predict the reaction product. The product is: [CH2:31]([O:30][C:28]([C:2]1[CH:3]=[CH:4][C:5]2[N:6]([C:8]([CH:11]([C:13]3[CH:14]=[C:15]4[C:19](=[CH:20][CH:21]=3)[N:18]([CH3:22])[N:17]=[CH:16]4)[CH3:12])=[CH:9][N:10]=2)[N:7]=1)=[CH2:29])[CH3:32]. (3) The product is: [CH3:27][O:26][C:12]1[C:11]([NH2:10])=[CH:16][C:15]([B:17]2[O:21][C:20]([CH3:23])([CH3:22])[C:19]([CH3:25])([CH3:24])[O:18]2)=[CH:14][N:13]=1. Given the reactants C(OC(=O)[NH:10][C:11]1[C:12]([O:26][CH3:27])=[N:13][CH:14]=[C:15]([B:17]2[O:21][C:20]([CH3:23])([CH3:22])[C:19]([CH3:25])([CH3:24])[O:18]2)[CH:16]=1)C1C=CC=CC=1, predict the reaction product.